Dataset: Peptide-MHC class II binding affinity with 134,281 pairs from IEDB. Task: Regression. Given a peptide amino acid sequence and an MHC pseudo amino acid sequence, predict their binding affinity value. This is MHC class II binding data. (1) The peptide sequence is KKTHISYIMLIFFVLMV. The MHC is DRB4_0103 with pseudo-sequence DRB4_0103. The binding affinity (normalized) is 0. (2) The peptide sequence is VSTFSSGLVWGQKYF. The MHC is HLA-DQA10101-DQB10501 with pseudo-sequence HLA-DQA10101-DQB10501. The binding affinity (normalized) is 0.302. (3) The peptide sequence is SDGSWSTVSSEANAEDVVCC. The MHC is DRB1_0101 with pseudo-sequence DRB1_0101. The binding affinity (normalized) is 0.321. (4) The peptide sequence is GFKAALAAAAGVPPADKYRT. The MHC is HLA-DPA10103-DPB10301 with pseudo-sequence HLA-DPA10103-DPB10301. The binding affinity (normalized) is 0.675. (5) The peptide sequence is LVSAGPKAKSSQEEL. The MHC is DRB1_0101 with pseudo-sequence DRB1_0101. The binding affinity (normalized) is 0.435. (6) The peptide sequence is AVGLFIRLLGGESDA. The MHC is DRB1_0701 with pseudo-sequence DRB1_0701. The binding affinity (normalized) is 0.151. (7) The peptide sequence is INEPTALAIAYGLDR. The MHC is HLA-DQA10102-DQB10602 with pseudo-sequence HLA-DQA10102-DQB10602. The binding affinity (normalized) is 0.758. (8) The peptide sequence is TDRKSLLQTLVLSSA. The MHC is DRB1_0101 with pseudo-sequence DRB1_0101. The binding affinity (normalized) is 0.669. (9) The peptide sequence is QASVNGVTLIGESVK. The MHC is DRB1_0101 with pseudo-sequence DRB1_0101. The binding affinity (normalized) is 1.00.